This data is from Full USPTO retrosynthesis dataset with 1.9M reactions from patents (1976-2016). The task is: Predict the reactants needed to synthesize the given product. Given the product [CH3:6][O:7][C:8]([CH3:9])([O:12][CH2:13][C:14]#[C:15][CH2:1][CH3:2])[CH2:10][CH3:11], predict the reactants needed to synthesize it. The reactants are: [CH2:1]=[CH:2]C(=C)C.[CH3:6][O:7][C:8]([O:12][CH2:13][C:14]#[CH:15])([CH2:10][CH3:11])[CH3:9].BrCC.